Dataset: Full USPTO retrosynthesis dataset with 1.9M reactions from patents (1976-2016). Task: Predict the reactants needed to synthesize the given product. Given the product [Cl:27][C:23]1[CH:22]=[C:21]([CH:26]=[CH:25][CH:24]=1)[CH2:20][O:19][C:17]1[CH:16]=[CH:15][C:14]([S:28][C:29]2[CH:34]=[CH:33][C:32]([OH:35])=[CH:31][CH:30]=2)=[C:13]([NH:12][C:2]2[C:11]3[C:6](=[N:7][CH:8]=[CH:9][CH:10]=3)[N:5]=[CH:4][CH:3]=2)[CH:18]=1, predict the reactants needed to synthesize it. The reactants are: Cl[C:2]1[C:11]2[C:6](=[N:7][CH:8]=[CH:9][CH:10]=2)[N:5]=[CH:4][CH:3]=1.[NH2:12][C:13]1[CH:18]=[C:17]([O:19][CH2:20][C:21]2[CH:26]=[CH:25][CH:24]=[C:23]([Cl:27])[CH:22]=2)[CH:16]=[CH:15][C:14]=1[S:28][C:29]1[CH:34]=[CH:33][C:32]([OH:35])=[CH:31][CH:30]=1.